From a dataset of Catalyst prediction with 721,799 reactions and 888 catalyst types from USPTO. Predict which catalyst facilitates the given reaction. (1) Reactant: [CH3:1][O:2][C:3]1[CH:8]=[CH:7][C:6]([OH:9])=[CH:5][C:4]=1[C:10]1[N:11]=[N:12][C:13]([N:16]([CH3:27])[CH:17]2[CH2:22][C:21]([CH3:24])([CH3:23])[NH:20][C:19]([CH3:26])([CH3:25])[CH2:18]2)=[CH:14][CH:15]=1.C(N(CC)CC)C.C1C=CC(N([S:42]([C:45]([F:48])([F:47])[F:46])(=[O:44])=[O:43])[S:42]([C:45]([F:48])([F:47])[F:46])(=[O:44])=[O:43])=CC=1.Cl. Product: [F:46][C:45]([F:48])([F:47])[S:42]([O:9][C:6]1[CH:7]=[CH:8][C:3]([O:2][CH3:1])=[C:4]([C:10]2[N:11]=[N:12][C:13]([N:16]([CH3:27])[CH:17]3[CH2:22][C:21]([CH3:23])([CH3:24])[NH:20][C:19]([CH3:26])([CH3:25])[CH2:18]3)=[CH:14][CH:15]=2)[CH:5]=1)(=[O:44])=[O:43]. The catalyst class is: 2. (2) Reactant: [NH2:1][C:2]1[S:6][C:5]([Br:7])=[N:4][C:3]=1[C:8]([O:10][CH2:11][CH3:12])=[O:9].[F:13][C:14]1[CH:22]=[CH:21][C:17]([C:18](Cl)=[O:19])=[CH:16][CH:15]=1. Product: [Br:7][C:5]1[S:6][C:2]([NH:1][C:18](=[O:19])[C:17]2[CH:21]=[CH:22][C:14]([F:13])=[CH:15][CH:16]=2)=[C:3]([C:8]([O:10][CH2:11][CH3:12])=[O:9])[N:4]=1. The catalyst class is: 377. (3) Reactant: C(OC(=O)[NH:7][CH:8]1[CH2:13][CH2:12][N:11]([C:14]2[S:18][N:17]=[C:16]([CH3:19])[N:15]=2)[CH2:10][CH2:9]1)(C)(C)C.[ClH:21]. Product: [ClH:21].[ClH:21].[CH3:19][C:16]1[N:15]=[C:14]([N:11]2[CH2:10][CH2:9][CH:8]([NH2:7])[CH2:13][CH2:12]2)[S:18][N:17]=1. The catalyst class is: 343. (4) Reactant: ClCCCl.[Br:5][C:6]1[CH:7]=[C:8]([CH:11]=[CH:12][CH:13]=1)[CH:9]=O.[O:14]([C:21]1[CH:22]=[C:23]([CH:25]=[CH:26][CH:27]=1)[NH2:24])[C:15]1[CH:20]=[CH:19][CH:18]=[CH:17][CH:16]=1.[BH-](OC(C)=O)(OC(C)=O)OC(C)=O.[Na+]. Product: [O:14]([C:21]1[CH:22]=[C:23]([NH:24][CH2:9][C:8]2[CH:11]=[CH:12][CH:13]=[C:6]([Br:5])[CH:7]=2)[CH:25]=[CH:26][CH:27]=1)[C:15]1[CH:16]=[CH:17][CH:18]=[CH:19][CH:20]=1. The catalyst class is: 211.